From a dataset of Catalyst prediction with 721,799 reactions and 888 catalyst types from USPTO. Predict which catalyst facilitates the given reaction. (1) Reactant: [CH3:1][O:2][CH2:3][CH2:4][O:5][CH2:6][CH2:7][O:8][C:9]1[CH:18]=[C:17]2[C:12]([C:13](=O)[NH:14][CH:15]=[N:16]2)=[CH:11][CH:10]=1.C(Cl)(=O)C([Cl:23])=O.CS(C)=O. Product: [Cl:23][C:13]1[C:12]2[C:17](=[CH:18][C:9]([O:8][CH2:7][CH2:6][O:5][CH2:4][CH2:3][O:2][CH3:1])=[CH:10][CH:11]=2)[N:16]=[CH:15][N:14]=1. The catalyst class is: 2. (2) Reactant: C(OC([N:8]1[CH2:13][CH2:12][CH:11]([C:14]2[CH:19]=[CH:18][C:17]([C:20]([O:22][CH3:23])=[O:21])=[CH:16][C:15]=2[C:24]([F:27])([F:26])[F:25])[CH2:10][CH2:9]1)=O)(C)(C)C.Cl. Product: [CH3:23][O:22][C:20](=[O:21])[C:17]1[CH:18]=[CH:19][C:14]([CH:11]2[CH2:10][CH2:9][NH:8][CH2:13][CH2:12]2)=[C:15]([C:24]([F:25])([F:26])[F:27])[CH:16]=1. The catalyst class is: 12.